Dataset: Catalyst prediction with 721,799 reactions and 888 catalyst types from USPTO. Task: Predict which catalyst facilitates the given reaction. (1) Reactant: [C:1]([C:5]1[CH:6]=[C:7]([CH:11]=[C:12]([S:16]([CH3:19])(=[O:18])=[O:17])[C:13]=1[O:14][CH3:15])[C:8](O)=[O:9])([CH3:4])([CH3:3])[CH3:2].C1(C)C=CC=CC=1.S(Cl)([Cl:29])=O. Product: [C:1]([C:5]1[CH:6]=[C:7]([CH:11]=[C:12]([S:16]([CH3:19])(=[O:18])=[O:17])[C:13]=1[O:14][CH3:15])[C:8]([Cl:29])=[O:9])([CH3:4])([CH3:3])[CH3:2]. The catalyst class is: 9. (2) Reactant: [Br:1][C:2]1[C:3]([CH3:9])=[C:4]([CH:6]=[CH:7][CH:8]=1)[NH2:5].Cl[C:11](Cl)([O:13]C(=O)OC(Cl)(Cl)Cl)Cl.[CH2:22]([O:24][CH:25]([O:28][CH2:29][CH3:30])[CH2:26][NH2:27])[CH3:23]. Product: [Br:1][C:2]1[C:3]([CH3:9])=[C:4]([NH:5][C:11]([NH:27][CH2:26][CH:25]([O:28][CH2:29][CH3:30])[O:24][CH2:22][CH3:23])=[O:13])[CH:6]=[CH:7][CH:8]=1. The catalyst class is: 7.